From a dataset of Full USPTO retrosynthesis dataset with 1.9M reactions from patents (1976-2016). Predict the reactants needed to synthesize the given product. (1) Given the product [CH2:2]([C:7]1[S:32][C:4]([NH:8][C:9](=[O:25])[C:10]2[CH:15]=[CH:14][C:13]([B:16]3[O:20][C:19]([CH3:22])([CH3:21])[C:18]([CH3:24])([CH3:23])[O:17]3)=[CH:12][CH:11]=2)=[N:5][CH:6]=1)[CH3:3], predict the reactants needed to synthesize it. The reactants are: F[C:2]1[CH:7]=[CH:6][N:5]=[C:4]([NH:8][C:9](=[O:25])[C:10]2[CH:15]=[CH:14][C:13]([B:16]3[O:20][C:19]([CH3:22])([CH3:21])[C:18]([CH3:24])([CH3:23])[O:17]3)=[CH:12][CH:11]=2)[CH:3]=1.C(C1[S:32]C(N)=NC=1)C. (2) Given the product [Cl:1][C:2]1[N:7]=[CH:6][C:5]([N:8]([CH3:25])[C:9](=[O:24])[C:10]2[CH:15]=[C:14]([C:16]([F:17])([F:19])[F:18])[CH:13]=[C:12]([C:20]([F:21])([F:22])[F:23])[CH:11]=2)=[C:4]([C:36]2[C:35]([Cl:34])=[CH:40][N:39]=[C:38]([F:41])[CH:37]=2)[CH:3]=1, predict the reactants needed to synthesize it. The reactants are: [Cl:1][C:2]1[N:7]=[CH:6][C:5]([N:8]([CH3:25])[C:9](=[O:24])[C:10]2[CH:15]=[C:14]([C:16]([F:19])([F:18])[F:17])[CH:13]=[C:12]([C:20]([F:23])([F:22])[F:21])[CH:11]=2)=[C:4](C2C=CC(F)=CC=2C)[CH:3]=1.[Cl:34][C:35]1[C:36](I)=[CH:37][C:38]([F:41])=[N:39][CH:40]=1. (3) Given the product [C:3]([C:5]1[CH:6]=[C:7]([NH:11][C:12]2[C:21]3[C:16](=[CH:17][C:18]([O:39][CH3:40])=[C:19]([NH:22][CH:23]4[CH2:28][CH2:27][NH:26][CH2:25][CH2:24]4)[CH:20]=3)[N:15]=[CH:14][N:13]=2)[CH:8]=[CH:9][CH:10]=1)#[CH:4], predict the reactants needed to synthesize it. The reactants are: [OH-].[K+].[C:3]([C:5]1[CH:6]=[C:7]([NH:11][C:12]2[C:21]3[C:16](=[CH:17][C:18]([O:39][CH3:40])=[C:19]([NH:22][CH:23]4[CH2:28][CH2:27][N:26](C(OCC5C=CC=CC=5)=O)[CH2:25][CH2:24]4)[CH:20]=3)[N:15]=[CH:14][N:13]=2)[CH:8]=[CH:9][CH:10]=1)#[CH:4].O. (4) Given the product [O:1]=[C:2]([CH2:18][CH2:19][CH2:20][CH2:21][CH2:22][CH2:23][CH2:24][C:25]([CH3:32])([CH3:31])[C:26]([OH:28])=[O:27])[CH2:3][CH2:4][CH2:5][CH2:6][CH2:7][CH2:8][CH2:9][C:10]([CH3:17])([CH3:16])[C:11]([OH:13])=[O:12], predict the reactants needed to synthesize it. The reactants are: [O:1]=[C:2]([CH2:18][CH2:19][CH2:20][CH2:21][CH2:22][CH2:23][CH2:24][C:25]([CH3:32])([CH3:31])[C:26]([O:28]CC)=[O:27])[CH2:3][CH2:4][CH2:5][CH2:6][CH2:7][CH2:8][CH2:9][C:10]([CH3:17])([CH3:16])[C:11]([O:13]CC)=[O:12].[OH-].[K+]. (5) Given the product [N:1]1[CH:6]=[CH:5][CH:4]=[C:3]2[CH2:7][N:8]([C:22]([O:21][C:18]([CH3:20])([CH3:19])[CH3:17])=[O:23])[CH2:9][C:2]=12, predict the reactants needed to synthesize it. The reactants are: [N:1]1[CH:6]=[CH:5][CH:4]=[C:3]2[CH2:7][NH:8][CH2:9][C:2]=12.CCN(CC)CC.[CH3:17][C:18]([O:21][C:22](O[C:22]([O:21][C:18]([CH3:20])([CH3:19])[CH3:17])=[O:23])=[O:23])([CH3:20])[CH3:19].O. (6) Given the product [F:1][C:2]1[C:7]([C:8]2[N:13]=[C:12]([CH3:14])[N:11]=[C:10]([N:15]([CH2:16][C:17]3[CH:22]=[CH:21][C:20]([O:23][CH3:24])=[CH:19][CH:18]=3)[CH2:25][C:26]3[CH:27]=[CH:28][C:29]([O:32][CH3:33])=[CH:30][CH:31]=3)[N:9]=2)=[CH:6][C:5]([CH2:34][C:35]2[CH:36]=[CH:37][C:38]([S:59]([CH3:43])(=[O:63])=[O:61])=[CH:39][CH:40]=2)=[CH:4][N:3]=1, predict the reactants needed to synthesize it. The reactants are: [F:1][C:2]1[C:7]([C:8]2[N:13]=[C:12]([CH3:14])[N:11]=[C:10]([N:15]([CH2:25][C:26]3[CH:31]=[CH:30][C:29]([O:32][CH3:33])=[CH:28][CH:27]=3)[CH2:16][C:17]3[CH:22]=[CH:21][C:20]([O:23][CH3:24])=[CH:19][CH:18]=3)[N:9]=2)=[CH:6][C:5]([CH2:34][C:35]2[CH:40]=[CH:39][C:38](SC)=[CH:37][CH:36]=2)=[CH:4][N:3]=1.[CH:43]1C=C(Cl)C=C(C(OO)=O)C=1.C(=O)(O)[O-].[Na+].[S:59]([O-:63])([O-])(=[O:61])=S.[Na+].[Na+]. (7) Given the product [F:1][C:2]1[CH:7]=[C:6]([F:8])[CH:5]=[CH:4][C:3]=1[O:9][Si:18]([CH:22]([CH3:24])[CH3:23])([CH:19]([CH3:21])[CH3:20])[CH:16]([CH3:17])[CH3:15], predict the reactants needed to synthesize it. The reactants are: [F:1][C:2]1[CH:7]=[C:6]([F:8])[CH:5]=[CH:4][C:3]=1[OH:9].N1C=CN=C1.[CH3:15][CH:16]([Si:18](Cl)([CH:22]([CH3:24])[CH3:23])[CH:19]([CH3:21])[CH3:20])[CH3:17].O.